Dataset: Forward reaction prediction with 1.9M reactions from USPTO patents (1976-2016). Task: Predict the product of the given reaction. (1) Given the reactants [NH:1]([C:8]1[N:9]([C:21]2[CH:26]=[CH:25][CH:24]=[CH:23][CH:22]=2)[C:10]2[C:15]([C:16](=[O:18])[CH:17]=1)=[C:14]([CH3:19])[CH:13]=[C:12](Cl)[N:11]=2)[C:2]1[CH:7]=[CH:6][CH:5]=[CH:4][CH:3]=1.[CH2:27]([Mg]Cl)[C:28]1[CH:33]=[CH:32][CH:31]=[CH:30][CH:29]=1, predict the reaction product. The product is: [NH:1]([C:8]1[N:9]([C:21]2[CH:26]=[CH:25][CH:24]=[CH:23][CH:22]=2)[C:10]2[C:15]([C:16](=[O:18])[CH:17]=1)=[C:14]([CH3:19])[CH:13]=[C:12]([CH2:27][C:28]1[CH:33]=[CH:32][CH:31]=[CH:30][CH:29]=1)[N:11]=2)[C:2]1[CH:7]=[CH:6][CH:5]=[CH:4][CH:3]=1. (2) Given the reactants C(OC([N:8]1[CH2:13][CH2:12][CH:11]([OH:14])[CH2:10][CH2:9]1)=O)(C)(C)C.[NH2:15][C:16]1[C:25]2[C:20](=[CH:21][C:22](O)=[CH:23][CH:24]=2)[CH:19]=[CH:18][N:17]=1, predict the reaction product. The product is: [NH:8]1[CH2:9][CH2:10][CH:11]([O:14][C:22]2[CH:21]=[C:20]3[C:25](=[CH:24][CH:23]=2)[C:16]([NH2:15])=[N:17][CH:18]=[CH:19]3)[CH2:12][CH2:13]1.